Dataset: Full USPTO retrosynthesis dataset with 1.9M reactions from patents (1976-2016). Task: Predict the reactants needed to synthesize the given product. (1) The reactants are: [ClH:1].[O:2]=[C:3]([NH:40][C:41]1[CH:46]=[CH:45][C:44]([C:47]2[NH:51][N:50]=[N:49][N:48]=2)=[CH:43][CH:42]=1)[C@@H:4]([NH:22][C:23]([C@H:25]1[CH2:30][CH2:29][C@H:28]([CH2:31][NH:32]C(=O)OC(C)(C)C)[CH2:27][CH2:26]1)=[O:24])[CH2:5][C:6]1[CH:7]=[C:8]([C:12]2[CH:17]=[CH:16][CH:15]=[C:14]([S:18](=[O:21])(=[O:20])[NH2:19])[CH:13]=2)[CH:9]=[CH:10][CH:11]=1.C(#N)C. Given the product [ClH:1].[NH2:32][CH2:31][C@H:28]1[CH2:27][CH2:26][C@H:25]([C:23]([NH:22][C@@H:4]([CH2:5][C:6]2[CH:7]=[C:8]([C:12]3[CH:17]=[CH:16][CH:15]=[C:14]([S:18](=[O:20])(=[O:21])[NH2:19])[CH:13]=3)[CH:9]=[CH:10][CH:11]=2)[C:3](=[O:2])[NH:40][C:41]2[CH:42]=[CH:43][C:44]([C:47]3[NH:48][N:49]=[N:50][N:51]=3)=[CH:45][CH:46]=2)=[O:24])[CH2:30][CH2:29]1, predict the reactants needed to synthesize it. (2) Given the product [NH:1]1[C:9]2[C:4](=[CH:5][CH:6]=[CH:7][CH:8]=2)[C:3]2([CH2:14][CH2:13][CH:12]([CH2:15][NH:16][C:25]3[C:30]([N+:31]([O-:33])=[O:32])=[C:29]([CH3:34])[CH:28]=[CH:27][N:26]=3)[CH2:11][CH2:10]2)[CH2:2]1, predict the reactants needed to synthesize it. The reactants are: [NH:1]1[C:9]2[C:4](=[CH:5][CH:6]=[CH:7][CH:8]=2)[C:3]2([CH2:14][CH2:13][CH:12]([CH2:15][NH2:16])[CH2:11][CH2:10]2)[CH2:2]1.CCN(CC)CC.Cl[C:25]1[C:30]([N+:31]([O-:33])=[O:32])=[C:29]([CH3:34])[CH:28]=[CH:27][N:26]=1. (3) Given the product [NH:29]1[C:30]2[C:26](=[CH:25][CH:24]=[CH:23][C:22]=2[NH:21][C:2]2[C:3]3[CH:4]=[CH:5][C:6]([NH:20][CH2:19][C:17]4[O:18][C:14]([CH3:13])=[CH:15][CH:16]=4)=[N:7][C:8]=3[CH:9]=[CH:10][CH:11]=2)[CH:27]=[CH:28]1, predict the reactants needed to synthesize it. The reactants are: I[C:2]1[CH:11]=[CH:10][CH:9]=[C:8]2[C:3]=1[CH:4]=[CH:5][C:6](Cl)=[N:7]2.[CH3:13][C:14]1[O:18][C:17]([CH2:19][NH2:20])=[CH:16][CH:15]=1.[NH2:21][C:22]1[CH:23]=[CH:24][CH:25]=[C:26]2[C:30]=1[NH:29][CH:28]=[CH:27]2. (4) Given the product [Br:1][C:2]1[N:7]=[C:6]([C:8](=[O:11])[NH:9][O:68][CH3:69])[C:5]([NH:12][C:13]2[C:18]([C:19]([F:21])([F:22])[F:20])=[CH:17][N:16]=[C:15]([NH:23][C:24]3[CH:56]=[CH:55][C:27]([CH2:28][P:29](=[O:54])([O:33][CH2:34][CH2:35][CH2:39][N:40]4[CH:44]=[C:43]([B:45]5[O:46][C:47]([CH3:52])([CH3:53])[C:48]([CH3:50])([CH3:51])[O:49]5)[CH:42]=[N:41]4)[O:30][CH2:31][CH3:32])=[CH:26][C:25]=3[O:57][CH3:58])[N:14]=2)=[CH:4][CH:3]=1, predict the reactants needed to synthesize it. The reactants are: [Br:1][C:2]1[N:7]=[C:6]([C:8](=[O:11])[NH:9]C)[C:5]([NH:12][C:13]2[C:18]([C:19]([F:22])([F:21])[F:20])=[CH:17][N:16]=[C:15]([NH:23][C:24]3[CH:56]=[CH:55][C:27]([CH2:28][P:29](=[O:54])([O:33][CH2:34][C:35]4([CH2:39][N:40]5[CH:44]=[C:43]([B:45]6[O:49][C:48]([CH3:51])([CH3:50])[C:47]([CH3:53])([CH3:52])[O:46]6)[CH:42]=[N:41]5)COC4)[O:30][CH2:31][CH3:32])=[CH:26][C:25]=3[O:57][CH3:58])[N:14]=2)=[CH:4][CH:3]=1.BrC1N=C(C(=O)N[O:68][CH3:69])C(NC2C(C(F)(F)F)=CN=C(NC3C=CC(CP(=O)(O)OCC)=CC=3OC)N=2)=CC=1.CC1(C)C(C)(C)OB(C2C=NN(CCCO)C=2)O1. (5) Given the product [CH2:1]([O:3][C:4]1[CH:9]=[CH:8][CH:7]=[CH:6][C:5]=1[C:24]1[N:23]=[CH:22][N:21]=[C:20]([NH2:19])[CH:25]=1)[CH3:2], predict the reactants needed to synthesize it. The reactants are: [CH2:1]([O:3][C:4]1[CH:9]=[CH:8][CH:7]=[CH:6][C:5]=1B(O)O)[CH3:2].C(=O)([O-])[O-].[Na+].[Na+].[NH2:19][C:20]1[CH:25]=[C:24](Cl)[N:23]=[CH:22][N:21]=1. (6) Given the product [CH:25]([N:21]([CH:22]([CH3:24])[CH3:23])[CH2:20][CH2:19][O:18][C:15]1[CH:16]=[CH:17][C:12]([N:6]2[CH2:7][C:8]3[C:4](=[CH:3][CH:2]=[CH:10][CH:9]=3)[C:5]2=[O:30])=[CH:13][C:14]=1[O:28][CH3:29])([CH3:26])[CH3:27], predict the reactants needed to synthesize it. The reactants are: Br[C:2]1[CH:3]=[C:4]2[C:8](=[CH:9][CH:10]=1)[C:7](=O)[N:6]([C:12]1[CH:17]=[CH:16][C:15]([O:18][CH2:19][CH2:20][N:21]([CH:25]([CH3:27])[CH3:26])[CH:22]([CH3:24])[CH3:23])=[C:14]([O:28][CH3:29])[CH:13]=1)[C:5]2=[O:30].[BH4-].[Na+].C(N(C(C)C)CCOC1C=CC(N2C(O)C3C(=CC=CC=3)C2=O)=CC=1OC)(C)C.C([SiH](CC)CC)C.FC(F)(F)C(O)=O. (7) Given the product [CH3:14][C:15]([CH3:19])([CH3:18])[CH2:16][NH:17][CH2:3][C:2]([CH3:1])([N:6]1[CH:10]=[C:9]([N+:11]([O-:13])=[O:12])[N:8]=[CH:7]1)[CH3:5], predict the reactants needed to synthesize it. The reactants are: [CH3:1][C:2]([N:6]1[CH:10]=[C:9]([N+:11]([O-:13])=[O:12])[N:8]=[CH:7]1)([CH3:5])[CH:3]=O.[CH3:14][C:15]([CH3:19])([CH3:18])[CH2:16][NH2:17].